From a dataset of Forward reaction prediction with 1.9M reactions from USPTO patents (1976-2016). Predict the product of the given reaction. (1) Given the reactants [CH3:1][N:2]([CH3:15])[CH2:3][CH2:4][CH2:5][CH2:6][CH2:7][CH2:8][CH2:9][CH2:10][CH2:11][CH2:12][CH2:13][CH3:14].[C:16](=[O:23])([O:20][CH2:21][CH3:22])[O:17][CH2:18][CH3:19], predict the reaction product. The product is: [CH2:18]([O:17][C:16](=[O:20])[O-:23])[CH3:19].[CH3:1][N+:2]([CH3:15])([CH2:21][CH3:22])[CH2:3][CH2:4][CH2:5][CH2:6][CH2:7][CH2:8][CH2:9][CH2:10][CH2:11][CH2:12][CH2:13][CH3:14]. (2) Given the reactants Br[C:2]1[CH:3]=[C:4]2[C:9](=[CH:10][CH:11]=1)[CH2:8][C@@H:7]([N:12]([CH3:26])[C:13]([C:15]1[CH:20]=[CH:19][C:18]([O:21][CH2:22][CH:23]3[CH2:25][CH2:24]3)=[CH:17][N:16]=1)=[O:14])[CH2:6][CH2:5]2.[CH2:27](C([Sn])=C(CCCC)CCCC)[CH2:28]CC.C1(P(C2C=CC=CC=2)C2C=CC=CC=2)C=CC=CC=1.C(N(C(C)C)CC)(C)C, predict the reaction product. The product is: [CH3:26][N:12]([C@H:7]1[CH2:6][CH2:5][C:4]2[C:9](=[CH:10][CH:11]=[C:2]([CH:27]=[CH2:28])[CH:3]=2)[CH2:8]1)[C:13]([C:15]1[CH:20]=[CH:19][C:18]([O:21][CH2:22][CH:23]2[CH2:25][CH2:24]2)=[CH:17][N:16]=1)=[O:14]. (3) Given the reactants [N:1]1[CH:6]=[CH:5][CH:4]=[CH:3][C:2]=1[C:7]1[CH:8]=[N:9][N:10]([C:12]2[N:17]=[CH:16][C:15]([NH:18][CH:19]([C:23]3[CH:33]=[CH:32][C:26]([C:27](OCC)=[O:28])=[CH:25][CH:24]=3)[CH2:20][CH2:21][CH3:22])=[CH:14][CH:13]=2)[CH:11]=1.[C:34]([OH:40])([C:36](F)(F)F)=[O:35].C[C:42]#[N:43], predict the reaction product. The product is: [N:1]1[CH:6]=[CH:5][CH:4]=[CH:3][C:2]=1[C:7]1[CH:8]=[N:9][N:10]([C:12]2[N:17]=[CH:16][C:15]([NH:18][CH:19]([C:23]3[CH:24]=[CH:25][C:26]([C:27]([NH:43][CH2:42][CH2:36][C:34]([OH:40])=[O:35])=[O:28])=[CH:32][CH:33]=3)[CH2:20][CH2:21][CH3:22])=[CH:14][CH:13]=2)[CH:11]=1. (4) Given the reactants [NH2:1][C:2]1[CH:31]=[CH:30][C:5]([O:6][C:7]2[CH:12]=[CH:11][N:10]=[C:9]3[CH:13]=[C:14]([C:16]([N:18]4[CH2:21][CH:20]([O:22][Si:23]([C:26]([CH3:29])([CH3:28])[CH3:27])([CH3:25])[CH3:24])[CH2:19]4)=[O:17])[S:15][C:8]=23)=[C:4]([F:32])[CH:3]=1.[CH3:33][O:34][C:35]1[CH:40]=[CH:39][CH:38]=[CH:37][C:36]=1[NH:41][C:42](=[O:47])[CH2:43][C:44](O)=[O:45].C(Cl)CCl, predict the reaction product. The product is: [Si:23]([O:22][CH:20]1[CH2:21][N:18]([C:16]([C:14]2[S:15][C:8]3[C:9](=[N:10][CH:11]=[CH:12][C:7]=3[O:6][C:5]3[CH:30]=[CH:31][C:2]([NH:1][C:44](=[O:45])[CH2:43][C:42]([NH:41][C:36]4[CH:37]=[CH:38][CH:39]=[CH:40][C:35]=4[O:34][CH3:33])=[O:47])=[CH:3][C:4]=3[F:32])[CH:13]=2)=[O:17])[CH2:19]1)([C:26]([CH3:27])([CH3:28])[CH3:29])([CH3:25])[CH3:24]. (5) Given the reactants [Cl:1][C:2]1[CH:7]=[CH:6][C:5]([CH2:8][CH2:9][C:10]#[N:11])=[C:4]([OH:12])[CH:3]=1.[Cl:13][C:14]1[CH:19]=[C:18]([S:20]([CH3:23])(=[O:22])=[O:21])[CH:17]=[CH:16][C:15]=1F.C(=O)([O-])[O-].[K+].[K+], predict the reaction product. The product is: [Cl:1][C:2]1[CH:7]=[CH:6][C:5]([CH2:8][CH2:9][C:10]#[N:11])=[C:4]([O:12][C:15]2[CH:16]=[CH:17][C:18]([S:20]([CH3:23])(=[O:22])=[O:21])=[CH:19][C:14]=2[Cl:13])[CH:3]=1.